From a dataset of Forward reaction prediction with 1.9M reactions from USPTO patents (1976-2016). Predict the product of the given reaction. Given the reactants [NH2:1][C:2]1[N:7]=[C:6]([C:8]([NH:10][CH:11]([C:13]2[CH:14]=[N:15][C:16]([O:20][CH2:21][C:22]([F:25])([F:24])[F:23])=[C:17]([Cl:19])[CH:18]=2)[CH3:12])=[O:9])[CH:5]=[CH:4][N:3]=1.[C:26](Cl)(=[O:28])[CH3:27], predict the reaction product. The product is: [C:26]([NH:1][C:2]1[N:7]=[C:6]([C:8]([NH:10][CH:11]([C:13]2[CH:14]=[N:15][C:16]([O:20][CH2:21][C:22]([F:24])([F:23])[F:25])=[C:17]([Cl:19])[CH:18]=2)[CH3:12])=[O:9])[CH:5]=[CH:4][N:3]=1)(=[O:28])[CH3:27].